Dataset: Catalyst prediction with 721,799 reactions and 888 catalyst types from USPTO. Task: Predict which catalyst facilitates the given reaction. (1) Product: [Cl:11][C:10]1[C:5]([C:3]([OH:4])=[O:2])=[N:6][CH:7]=[C:8]([C:12]([F:14])([F:15])[CH3:13])[CH:9]=1.[Li+:16].[Cl-:18]. Reactant: C[O:2][C:3]([C:5]1[C:10]([Cl:11])=[CH:9][C:8]([C:12]([F:15])([F:14])[CH3:13])=[CH:7][N:6]=1)=[O:4].[Li+:16].[OH-].[ClH:18]. The catalyst class is: 20. (2) Product: [CH3:21][O:22][C:23](=[O:42])[CH2:24][CH2:25][C:26]1[CH:31]=[CH:30][C:29]([O:32][CH2:33][CH2:34][C@@H:35]([O:15][C:12]2[CH:13]=[CH:14][C:9]([CH2:7][CH3:8])=[CH:10][C:11]=2[C:16]2[O:17][CH:18]=[CH:19][CH:20]=2)[CH3:36])=[CH:28][C:27]=1[CH3:1]. The catalyst class is: 3. Reactant: [C:1](=O)([O-])[O-].[Cs+].[Cs+].[CH2:7]([C:9]1[CH:14]=[CH:13][C:12]([OH:15])=[C:11]([C:16]2[O:17][CH:18]=[CH:19][CH:20]=2)[CH:10]=1)[CH3:8].[CH3:21][O:22][C:23](=[O:42])[CH2:24][CH2:25][C:26]1[CH:31]=[CH:30][C:29]([O:32][CH2:33][CH2:34][C@@H:35](OS(C)(=O)=O)[CH3:36])=[CH:28][CH:27]=1.